Dataset: Catalyst prediction with 721,799 reactions and 888 catalyst types from USPTO. Task: Predict which catalyst facilitates the given reaction. Reactant: [H-].[Na+].[Cl:3][C:4]1[CH:9]=[CH:8][C:7]([C:10]2[C:19]3[C:14](=[CH:15][CH:16]=[CH:17][CH:18]=3)[C:13](=[O:20])[NH:12][N:11]=2)=[CH:6][CH:5]=1.[C:21]([O:25][C:26](=[O:41])[CH:27]([C:33]1[CH:38]=[CH:37][C:36]([CH2:39]Br)=[CH:35][CH:34]=1)[CH:28]1[CH2:32][CH2:31][CH2:30][CH2:29]1)([CH3:24])([CH3:23])[CH3:22].O. Product: [C:21]([O:25][C:26](=[O:41])[CH:27]([C:33]1[CH:38]=[CH:37][C:36]([CH2:39][N:12]2[N:11]=[C:10]([C:7]3[CH:6]=[CH:5][C:4]([Cl:3])=[CH:9][CH:8]=3)[C:19]3[C:14](=[CH:15][CH:16]=[CH:17][CH:18]=3)[C:13]2=[O:20])=[CH:35][CH:34]=1)[CH:28]1[CH2:32][CH2:31][CH2:30][CH2:29]1)([CH3:24])([CH3:23])[CH3:22]. The catalyst class is: 118.